This data is from Catalyst prediction with 721,799 reactions and 888 catalyst types from USPTO. The task is: Predict which catalyst facilitates the given reaction. (1) Reactant: [NH2:1][C:2]1[C:7]([C:8]([O:10][CH3:11])=[O:9])=[CH:6][C:5]([C:12]2[CH:17]=[CH:16][CH:15]=[C:14]([C:18]([F:21])([F:20])[F:19])[CH:13]=2)=[CH:4][C:3]=1[C:22]1[CH:27]=[CH:26][C:25]([N:28]2[CH2:33][CH2:32][CH:31]([CH3:34])[CH2:30][CH2:29]2)=[CH:24][CH:23]=1.N([O-])=O.[Na+].[N-:39]=[N+:40]=[N-].[Na+]. Product: [N:1]([C:2]1[C:7]([C:8]([O:10][CH3:11])=[O:9])=[CH:6][C:5]([C:12]2[CH:17]=[CH:16][CH:15]=[C:14]([C:18]([F:19])([F:20])[F:21])[CH:13]=2)=[CH:4][C:3]=1[C:22]1[CH:27]=[CH:26][C:25]([N:28]2[CH2:33][CH2:32][CH:31]([CH3:34])[CH2:30][CH2:29]2)=[CH:24][CH:23]=1)=[N+:39]=[N-:40]. The catalyst class is: 126. (2) Reactant: [CH3:1][N:2]1[CH:6]=[C:5]([C:7](O)=[O:8])[C:4]([CH3:10])=[N:3]1.O1CCCC1.S(Cl)(Cl)=O.[NH2:20][C:21]1[CH:22]=[C:23]([CH:40]=[CH:41][C:42]=1[Cl:43])[O:24][C:25]1[CH:26]=[CH:27][C:28]2[N:29]([N:31]=[C:32]([NH:34][C:35]([CH:37]3[CH2:39][CH2:38]3)=[O:36])[N:33]=2)[CH:30]=1. Product: [Cl:43][C:42]1[CH:41]=[CH:40][C:23]([O:24][C:25]2[CH:26]=[CH:27][C:28]3[N:29]([N:31]=[C:32]([NH:34][C:35]([CH:37]4[CH2:39][CH2:38]4)=[O:36])[N:33]=3)[CH:30]=2)=[CH:22][C:21]=1[NH:20][C:7]([C:5]1[C:4]([CH3:10])=[N:3][N:2]([CH3:1])[CH:6]=1)=[O:8]. The catalyst class is: 402. (3) Reactant: Br[C:2]1[CH:3]=[C:4]([NH:11][C:12]2[CH:24]=[C:15]3[CH2:16][N:17]([CH2:20][CH2:21][O:22][CH3:23])[CH2:18][CH2:19][N:14]3[N:13]=2)[C:5](=[O:10])[N:6]([CH3:9])[C:7]=1[CH3:8].[C:25]([O:28][CH2:29][C:30]1[C:31]([N:45]2[CH2:56][CH2:55][N:54]3[C:47](=[CH:48][C:49]4[CH2:50][C:51]([CH3:58])([CH3:57])[CH2:52][C:53]=43)[C:46]2=[O:59])=[N:32][CH:33]=[CH:34][C:35]=1B1OC(C)(C)C(C)(C)O1)(=[O:27])[CH3:26].[O-]P([O-])([O-])=O.[K+].[K+].[K+].C([O-])(=O)C.[Na+]. Product: [C:25]([O:28][CH2:29][C:30]1[C:31]([N:45]2[CH2:56][CH2:55][N:54]3[C:47](=[CH:48][C:49]4[CH2:50][C:51]([CH3:58])([CH3:57])[CH2:52][C:53]=43)[C:46]2=[O:59])=[N:32][CH:33]=[CH:34][C:35]=1[C:2]1[CH:3]=[C:4]([NH:11][C:12]2[CH:24]=[C:15]3[CH2:16][N:17]([CH2:20][CH2:21][O:22][CH3:23])[CH2:18][CH2:19][N:14]3[N:13]=2)[C:5](=[O:10])[N:6]([CH3:9])[C:7]=1[CH3:8])(=[O:27])[CH3:26]. The catalyst class is: 543. (4) Reactant: [Br:1][C:2]1[CH:7]=[CH:6][C:5]([CH:8]2[CH2:12][CH2:11][CH2:10][NH:9]2)=[CH:4][CH:3]=1.[CH3:13][C:14]1[NH:15][C:16]2[C:21]([C:22]=1[CH2:23][CH:24]=O)=[CH:20][CH:19]=[CH:18][CH:17]=2.C(N(CC)CC)C.C([BH3-])#N.[Na+].[OH-].[Na+]. Product: [Br:1][C:2]1[CH:3]=[CH:4][C:5]([CH:8]2[CH2:12][CH2:11][CH2:10][N:9]2[CH2:24][CH2:23][C:22]2[C:21]3[C:16](=[CH:17][CH:18]=[CH:19][CH:20]=3)[NH:15][C:14]=2[CH3:13])=[CH:6][CH:7]=1. The catalyst class is: 528. (5) Reactant: [Cl:1]N1C(=O)CCC1=O.[NH:9]1[C:17]2[C:12](=[CH:13][C:14]([O:18][C:19]3[CH:29]=[C:28]([F:30])[CH:27]=[CH:26][C:20]=3[C:21]([O:23][CH2:24][CH3:25])=[O:22])=[CH:15][CH:16]=2)[CH:11]=[CH:10]1. Product: [Cl:1][C:11]1[C:12]2[C:17](=[CH:16][CH:15]=[C:14]([O:18][C:19]3[CH:29]=[C:28]([F:30])[CH:27]=[CH:26][C:20]=3[C:21]([O:23][CH2:24][CH3:25])=[O:22])[CH:13]=2)[NH:9][CH:10]=1. The catalyst class is: 11. (6) Reactant: Cl.[CH3:2][O:3][C:4](=[O:24])[C@H:5]([CH2:7][C:8]1[CH:13]=[CH:12][C:11]([O:14][CH2:15][C:16]2[C:21]([Cl:22])=[CH:20][CH:19]=[CH:18][C:17]=2[Cl:23])=[CH:10][CH:9]=1)[NH2:6].[Cl:25][C:26]1[N:34]=[CH:33][CH:32]=[CH:31][C:27]=1[C:28](O)=[O:29].C(Cl)CCl.C1C=CC2N(O)N=NC=2C=1.CN1CCOCC1. Product: [CH3:2][O:3][C:4](=[O:24])[C@H:5]([CH2:7][C:8]1[CH:9]=[CH:10][C:11]([O:14][CH2:15][C:16]2[C:21]([Cl:22])=[CH:20][CH:19]=[CH:18][C:17]=2[Cl:23])=[CH:12][CH:13]=1)[NH:6][C:28](=[O:29])[C:27]1[CH:31]=[CH:32][CH:33]=[N:34][C:26]=1[Cl:25]. The catalyst class is: 2.